Dataset: Full USPTO retrosynthesis dataset with 1.9M reactions from patents (1976-2016). Task: Predict the reactants needed to synthesize the given product. Given the product [CH2:28]([N:30]([CH2:31][CH3:32])[S:24]([C:21]1[CH:22]=[CH:23][C:18]2[O:17][N:16]=[C:15]([C:13]([NH:12][C:5]3[CH:4]=[CH:3][C:2]([Br:1])=[CH:11][C:6]=3[C:7]([OH:9])=[O:8])=[O:14])[C:19]=2[CH:20]=1)(=[O:26])=[O:25])[CH3:29], predict the reactants needed to synthesize it. The reactants are: [Br:1][C:2]1[CH:3]=[CH:4][C:5]([NH:12][C:13]([C:15]2[C:19]3[CH:20]=[C:21]([S:24](Cl)(=[O:26])=[O:25])[CH:22]=[CH:23][C:18]=3[O:17][N:16]=2)=[O:14])=[C:6]([CH:11]=1)[C:7]([O:9]C)=[O:8].[CH2:28]([NH:30][CH2:31][CH3:32])[CH3:29].